The task is: Predict the reactants needed to synthesize the given product.. This data is from Full USPTO retrosynthesis dataset with 1.9M reactions from patents (1976-2016). (1) Given the product [CH2:1]([O:8][C:9]([N:11]1[CH2:15][C@H:14]([O:16][CH2:22][C:23]2[CH:28]=[CH:27][CH:26]=[CH:25][CH:24]=2)[CH2:13][C@@H:12]1[C:17]([OH:19])=[O:18])=[O:10])[C:2]1[CH:7]=[CH:6][CH:5]=[CH:4][CH:3]=1, predict the reactants needed to synthesize it. The reactants are: [CH2:1]([O:8][C:9]([N:11]1[CH2:15][C@H:14]([OH:16])[CH2:13][C@@H:12]1[C:17]([OH:19])=[O:18])=[O:10])[C:2]1[CH:7]=[CH:6][CH:5]=[CH:4][CH:3]=1.[H-].[Na+].[CH2:22](Br)[C:23]1[CH:28]=[CH:27][CH:26]=[CH:25][CH:24]=1. (2) Given the product [CH2:1]([O:3][C:4](=[O:21])[C:5]([O:8][C:9]1[CH:14]=[CH:13][C:12]([O:15][CH2:16][C:17](=[O:19])[NH:45][C:46]2[CH:47]=[CH:48][C:49]([C:52]3[CH:57]=[CH:56][CH:55]=[CH:54][CH:53]=3)=[CH:50][CH:51]=2)=[CH:11][C:10]=1[CH3:20])([CH3:6])[CH3:7])[CH3:2], predict the reactants needed to synthesize it. The reactants are: [CH2:1]([O:3][C:4](=[O:21])[C:5]([O:8][C:9]1[CH:14]=[CH:13][C:12]([O:15][CH2:16][C:17]([OH:19])=O)=[CH:11][C:10]=1[CH3:20])([CH3:7])[CH3:6])[CH3:2].C(OC(=O)C(OC1C=CC(O)=CC=1C)(C)C)C.ClCC(OC)=O.[NH2:45][C:46]1[CH:51]=[CH:50][C:49]([C:52]2[CH:57]=[CH:56][CH:55]=[CH:54][CH:53]=2)=[CH:48][CH:47]=1. (3) Given the product [CH3:64][N:44]([CH3:43])[CH:45]1[CH2:50][CH2:49][N:48]([C:51](=[O:63])[CH2:52][CH2:53][C:54]2[N:55]([CH2:59][C:60]([O:34][CH2:35][C:36]3[O:37][C:38](=[O:42])[O:39][C:40]=3[CH3:41])=[O:61])[CH:56]=[CH:57][N:58]=2)[CH2:47][CH2:46]1, predict the reactants needed to synthesize it. The reactants are: C(N(C(C)C)CC)(C)C.CN(C(ON1N=NC2C=CC=CC1=2)=[N+](C)C)C.F[P-](F)(F)(F)(F)F.[OH:34][CH2:35][C:36]1[O:37][C:38](=[O:42])[O:39][C:40]=1[CH3:41].[CH3:43][N:44]([CH3:64])[CH:45]1[CH2:50][CH2:49][N:48]([C:51](=[O:63])[CH2:52][CH2:53][C:54]2[N:55]([CH2:59][C:60](O)=[O:61])[CH:56]=[CH:57][N:58]=2)[CH2:47][CH2:46]1.Cl.